This data is from Forward reaction prediction with 1.9M reactions from USPTO patents (1976-2016). The task is: Predict the product of the given reaction. (1) Given the reactants C([Sn](CCCC)(CCCC)C1C=CC(CC)=CC=1)CCC.[C:22]1([C:28]2[N:33]=[CH:32][C:31]([C:34]([C:36]3[CH:41]=[C:40]([Br:42])[CH:39]=[CH:38][C:37]=3[Cl:43])=O)=[CH:30][CH:29]=2)[CH:27]=[CH:26][CH:25]=[CH:24][CH:23]=1, predict the reaction product. The product is: [Br:42][C:40]1[CH:39]=[CH:38][C:37]([Cl:43])=[C:36]([CH2:34][C:31]2[CH:32]=[N:33][C:28]([C:22]3[CH:27]=[CH:26][CH:25]=[CH:24][CH:23]=3)=[CH:29][CH:30]=2)[CH:41]=1. (2) Given the reactants [Cl:1][C:2]1[CH:10]=[C:9]2[C:5]([C:6]([C:11]([O:13][CH3:14])=[O:12])=[CH:7][NH:8]2)=[CH:4][C:3]=1B1OCC(C)(C)CO1.Br[C:24]1[CH:39]=[CH:38][C:27]([O:28][CH2:29][CH2:30][CH2:31][N:32]2[CH2:37][CH2:36][O:35][CH2:34][CH2:33]2)=[CH:26][CH:25]=1.C(=O)([O-])[O-].[K+].[K+].O, predict the reaction product. The product is: [Cl:1][C:2]1[CH:10]=[C:9]2[C:5]([C:6]([C:11]([O:13][CH3:14])=[O:12])=[CH:7][NH:8]2)=[CH:4][C:3]=1[C:24]1[CH:39]=[CH:38][C:27]([O:28][CH2:29][CH2:30][CH2:31][N:32]2[CH2:33][CH2:34][O:35][CH2:36][CH2:37]2)=[CH:26][CH:25]=1. (3) Given the reactants [NH2:1][C:2]1[S:3][C:4]([C:8]2[CH:13]=[CH:12][C:11]([S:14]([N:17]([CH3:19])[CH3:18])(=[O:16])=[O:15])=[CH:10][CH:9]=2)=[C:5]([CH3:7])[N:6]=1.[N:20]([CH2:23][C:24]([O:26][CH2:27][CH3:28])=[O:25])=[C:21]=[O:22], predict the reaction product. The product is: [CH2:27]([O:26][C:24](=[O:25])[CH2:23][NH:20][C:21]([NH:1][C:2]1[S:3][C:4]([C:8]2[CH:9]=[CH:10][C:11]([S:14](=[O:15])(=[O:16])[N:17]([CH3:18])[CH3:19])=[CH:12][CH:13]=2)=[C:5]([CH3:7])[N:6]=1)=[O:22])[CH3:28]. (4) Given the reactants [C:1]1([N:7]=[C:8]=[O:9])[CH:6]=[CH:5][CH:4]=[CH:3][CH:2]=1.Cl.[S:11]1[CH:15]=[CH:14][CH:13]=[C:12]1[C:16]1[N:20]=[C:19]([CH:21]2[CH2:26][CH2:25][NH2+:24][CH2:23][CH2:22]2)[O:18][N:17]=1, predict the reaction product. The product is: [C:1]1([NH:7][C:8]([N:24]2[CH2:25][CH2:26][CH:21]([C:19]3[O:18][N:17]=[C:16]([C:12]4[S:11][CH:15]=[CH:14][CH:13]=4)[N:20]=3)[CH2:22][CH2:23]2)=[O:9])[CH:6]=[CH:5][CH:4]=[CH:3][CH:2]=1. (5) Given the reactants [CH3:1][C:2]1[CH:3]=[CH:4][C:5]([C:9]([C:11]2[C:20](=[O:21])[C:19]3[C:14](=[CH:15][CH:16]=[CH:17][CH:18]=3)[NH:13][CH:12]=2)=[O:10])=[N:6][C:7]=1[CH3:8].[H-].[Na+].[Br:24][C:25]1[CH:30]=[CH:29][CH:28]=[C:27]([CH:31](Br)[CH3:32])[N:26]=1, predict the reaction product. The product is: [Br:24][C:25]1[N:26]=[C:27]([CH:31]([N:13]2[C:14]3[C:19](=[CH:18][CH:17]=[CH:16][CH:15]=3)[C:20](=[O:21])[C:11]([C:9]([C:5]3[CH:4]=[CH:3][C:2]([CH3:1])=[C:7]([CH3:8])[N:6]=3)=[O:10])=[CH:12]2)[CH3:32])[CH:28]=[CH:29][CH:30]=1. (6) Given the reactants [CH3:1][C:2]1([CH3:16])[C:6]([CH3:8])([CH3:7])[O:5][B:4]([C:9]2[CH:10]=[C:11]([OH:15])[CH:12]=[CH:13][CH:14]=2)[O:3]1.I[CH2:18][CH2:19][O:20][CH2:21][CH2:22][O:23][CH2:24][CH2:25]I, predict the reaction product. The product is: [CH2:19]([O:20][CH2:21][CH2:22][O:23][C:24]1[CH:25]=[C:9]([B:4]2[O:5][C:6]([CH3:8])([CH3:7])[C:2]([CH3:1])([CH3:16])[O:3]2)[CH:14]=[CH:13][CH:12]=1)[CH2:18][O:15][CH2:11][CH2:10][O:15][C:11]1[CH:10]=[C:9]([B:4]2[O:3][C:2]([CH3:16])([CH3:1])[C:6]([CH3:7])([CH3:8])[O:5]2)[CH:14]=[CH:13][CH:12]=1. (7) Given the reactants [CH3:1][C:2]1[S:6][C:5]([C:7](=[O:9])[CH3:8])=[CH:4][C:3]=1[C:10]1[CH:15]=[CH:14][CH:13]=[CH:12][CH:11]=1.[CH3:16][C:17]1[CH:18]=[C:19]([CH:22]=[C:23]([CH3:26])[C:24]=1[OH:25])[CH:20]=O, predict the reaction product. The product is: [OH:25][C:24]1[C:23]([CH3:26])=[CH:22][C:19]([CH2:20][CH2:8][C:7]([C:5]2[S:6][C:2]([CH3:1])=[C:3]([C:10]3[CH:15]=[CH:14][CH:13]=[CH:12][CH:11]=3)[CH:4]=2)=[O:9])=[CH:18][C:17]=1[CH3:16]. (8) Given the reactants [OH:1][CH2:2][C@H:3]([N:5]1[C:13]2[C:8](=[C:9]([C:16]([F:19])([F:18])[F:17])[C:10]([C:14]#[N:15])=[CH:11][CH:12]=2)[CH:7]=[C:6]1[CH3:20])[CH3:4].[F:21][C:22]1[N:27]=[CH:26][C:25](O)=[CH:24][CH:23]=1, predict the reaction product. The product is: [F:21][C:22]1[N:27]=[CH:26][C:25]([O:1][CH2:2][C@H:3]([N:5]2[C:13]3[C:8](=[C:9]([C:16]([F:19])([F:17])[F:18])[C:10]([C:14]#[N:15])=[CH:11][CH:12]=3)[CH:7]=[C:6]2[CH3:20])[CH3:4])=[CH:24][CH:23]=1. (9) Given the reactants C(OC(=O)[NH:7][NH2:8])(C)(C)C.C(O)(=O)C.F[C:15]1[CH:20]=[CH:19][CH:18]=[CH:17][C:16]=1[C:21]([C:23]1[CH:28]=[CH:27][N:26]=[C:25]([S:29][CH3:30])[N:24]=1)=O.C1CCN2C(=NCCC2)CC1, predict the reaction product. The product is: [CH3:30][S:29][C:25]1[N:24]=[C:23]([C:21]2[C:16]3[C:15](=[CH:20][CH:19]=[CH:18][CH:17]=3)[NH:8][N:7]=2)[CH:28]=[CH:27][N:26]=1.